Dataset: hERG Central: cardiac toxicity at 1µM, 10µM, and general inhibition. Task: Predict hERG channel inhibition at various concentrations. (1) The drug is O=C(C1=C[C@H](c2ccc3c(c2)OCO3)C[C@H](OCCCCO)O1)N1CCN(Cc2ccc3c(c2)OCO3)CC1. Results: hERG_inhib (hERG inhibition (general)): blocker. (2) The compound is CCOc1ccc(CN2CCCC(CNC(=O)c3ccc(F)cc3)C2)cc1CO. Results: hERG_inhib (hERG inhibition (general)): blocker. (3) The compound is Cc1c(C(=O)NC2CCN(Cc3ccccc3)C2)oc2ccc(Br)cc12. Results: hERG_inhib (hERG inhibition (general)): blocker. (4) Results: hERG_inhib (hERG inhibition (general)): blocker. The molecule is CN(CC1CCCN(CCc2cccc(C(F)(F)F)c2)C1)C(=O)c1ccco1. (5) The compound is O=C(C1CCCN(c2ncnc3c2nc2n3CCCCC2)C1)N1CCN(c2ccccc2)CC1. Results: hERG_inhib (hERG inhibition (general)): blocker.